From a dataset of Full USPTO retrosynthesis dataset with 1.9M reactions from patents (1976-2016). Predict the reactants needed to synthesize the given product. (1) Given the product [BrH:17].[Cl:12][C:13]1[CH:14]=[C:15]([CH:18]=[CH:19][CH:20]=1)[CH2:16][N:10]1[CH:9]=[C:8]([CH3:11])[CH:7]=[C:3]([C:4]([NH2:6])=[O:5])[C:2]1=[NH:1], predict the reactants needed to synthesize it. The reactants are: [NH2:1][C:2]1[N:10]=[CH:9][C:8]([CH3:11])=[CH:7][C:3]=1[C:4]([NH2:6])=[O:5].[Cl:12][C:13]1[CH:14]=[C:15]([CH:18]=[CH:19][CH:20]=1)[CH2:16][Br:17]. (2) Given the product [CH3:27][N:25]([CH3:26])[CH:21]1[CH2:22][CH2:23][CH2:24][CH:20]1[CH2:19][C:15]1[CH:14]=[C:13]([C:9]2[N:8]=[C:30]([NH2:33])[CH:29]=[CH:11][CH:10]=2)[CH:18]=[CH:17][CH:16]=1, predict the reactants needed to synthesize it. The reactants are: CC1NC(C)=CC=1C1C=[CH:11][CH:10]=[C:9]([C:13]2[CH:18]=[CH:17][CH:16]=[C:15]([CH2:19][CH:20]3[CH2:24][CH2:23][CH2:22][CH:21]3[N:25]([CH3:27])[CH3:26])[CH:14]=2)[N:8]=1.[CH2:29](O)[CH3:30].Cl.[NH2:33]O.Cl. (3) Given the product [I:1][C:2]1[CH:3]=[C:4]([CH:7]=[CH:8][CH:9]=1)[CH2:5][Cl:12], predict the reactants needed to synthesize it. The reactants are: [I:1][C:2]1[CH:3]=[C:4]([CH:7]=[CH:8][CH:9]=1)[CH2:5]O.S(Cl)([Cl:12])=O.[OH-].[Na+]. (4) Given the product [CH2:46]([C:50]1[O:51][C:52]2[CH:61]=[CH:60][C:59]([NH:62][S:63]([CH3:66])(=[O:64])=[O:65])=[CH:58][C:53]=2[C:54]=1[C:55](=[O:56])[C:24]1[CH:42]=[CH:41][C:27]([O:28][CH2:29][CH2:30][CH2:31][N:32]([CH2:37][CH2:38][CH2:39][CH3:40])[CH2:33][CH2:34][CH2:35][CH3:36])=[CH:26][CH:25]=1)[CH2:47][CH2:48][CH3:49], predict the reactants needed to synthesize it. The reactants are: [Li+].[Cl-].[Mg].CC(C[AlH]CC(C)C)C.[Al](Cl)(CC(C)C)CC(C)C.Br[C:24]1[CH:42]=[CH:41][C:27]([O:28][CH2:29][CH2:30][CH2:31][N:32]([CH2:37][CH2:38][CH2:39][CH3:40])[CH2:33][CH2:34][CH2:35][CH3:36])=[CH:26][CH:25]=1.C([Cu])#N.[CH2:46]([C:50]1[O:51][C:52]2[CH:61]=[CH:60][C:59]([NH:62][S:63]([CH3:66])(=[O:65])=[O:64])=[CH:58][C:53]=2[C:54]=1[C:55](Cl)=[O:56])[CH2:47][CH2:48][CH3:49]. (5) Given the product [Cl:23][C:20]1[CH:19]=[CH:18][C:17]([C:16]2[C:11]([N:5]3[C:4]([CH3:3])=[CH:8][C:7]([CH3:9])=[N:6]3)=[C:12]([CH3:25])[N:13]=[N:14][C:15]=2[CH3:24])=[CH:22][CH:21]=1, predict the reactants needed to synthesize it. The reactants are: [H-].[Na+].[CH3:3][C:4]1[CH:8]=[C:7]([CH3:9])[NH:6][N:5]=1.Cl[C:11]1[C:16]([C:17]2[CH:22]=[CH:21][C:20]([Cl:23])=[CH:19][CH:18]=2)=[C:15]([CH3:24])[N:14]=[N:13][C:12]=1[CH3:25].C(OCC)(=O)C. (6) Given the product [CH3:22][O:21][C:19](=[O:20])[C:18]1[CH:23]=[CH:24][C:15]([O:13][CH2:12][C:5]2[C:6]([CH2:9][CH2:10][CH3:11])=[N:7][O:8][C:4]=2[CH3:3])=[N:16][CH:17]=1, predict the reactants needed to synthesize it. The reactants are: [H-].[Na+].[CH3:3][C:4]1[O:8][N:7]=[C:6]([CH2:9][CH2:10][CH3:11])[C:5]=1[CH2:12][OH:13].Cl[C:15]1[CH:24]=[CH:23][C:18]([C:19]([O:21][CH3:22])=[O:20])=[CH:17][N:16]=1.O. (7) The reactants are: [OH:1][C@@H:2]1[CH2:9][N:8]([C:10](=[O:22])[CH2:11][CH2:12][CH2:13][N:14]2[CH2:19][CH2:18][NH:17][C@@H:16]([CH3:20])[C:15]2=[O:21])[CH2:7][CH2:6][C:3]21[CH2:5][CH2:4]2.[Cl:23][C:24]1[CH:29]=[C:28]([N:30]=[C:31]=[O:32])[CH:27]=[CH:26][C:25]=1[C:33]([F:36])([F:35])[F:34]. Given the product [Cl:23][C:24]1[CH:29]=[C:28]([NH:30][C:31]([N:17]2[CH2:18][CH2:19][N:14]([CH2:13][CH2:12][CH2:11][C:10]([N:8]3[CH2:7][CH2:6][C:3]4([CH2:5][CH2:4]4)[C@H:2]([OH:1])[CH2:9]3)=[O:22])[C:15](=[O:21])[C@@H:16]2[CH3:20])=[O:32])[CH:27]=[CH:26][C:25]=1[C:33]([F:36])([F:35])[F:34], predict the reactants needed to synthesize it. (8) Given the product [CH:1]1([N:5]2[CH2:11][CH2:10][C:9]3[CH:12]=[CH:13][C:14]([CH:16]4[CH2:21][CH2:20][N:19]([C:23]5[N:28]=[CH:27][C:26]([C:29]([NH:31][CH3:32])=[O:30])=[CH:25][CH:24]=5)[CH2:18][CH2:17]4)=[CH:15][C:8]=3[CH2:7][CH2:6]2)[CH2:4][CH2:3][CH2:2]1, predict the reactants needed to synthesize it. The reactants are: [CH:1]1([N:5]2[CH2:11][CH2:10][C:9]3[CH:12]=[CH:13][C:14]([CH:16]4[CH2:21][CH2:20][NH:19][CH2:18][CH2:17]4)=[CH:15][C:8]=3[CH2:7][CH2:6]2)[CH2:4][CH2:3][CH2:2]1.Cl[C:23]1[N:28]=[CH:27][C:26]([C:29]([NH:31][CH3:32])=[O:30])=[CH:25][CH:24]=1.C(=O)([O-])[O-].[K+].[K+]. (9) Given the product [NH2:15][C:12]1[N:11]=[CH:10][C:9]([CH2:8][C@@:7]([NH:24][C:25]([NH:27][C@@H:28]2[CH2:39][O:38][CH2:37][CH2:36][CH2:35][CH2:34][O:33][CH2:32][C@H:31]([CH:40]([CH3:41])[CH3:42])[NH:30][C:29]2=[O:43])=[O:26])([CH3:23])[C:6]([OH:44])=[O:5])=[CH:14][CH:13]=1, predict the reactants needed to synthesize it. The reactants are: C([O:5][C:6](=[O:44])[C@:7]([NH:24][C:25]([NH:27][C@@H:28]1[CH2:39][O:38][CH2:37][CH2:36][CH2:35][CH2:34][O:33][CH2:32][C@H:31]([CH:40]([CH3:42])[CH3:41])[NH:30][C:29]1=[O:43])=[O:26])([CH3:23])[CH2:8][C:9]1[CH:10]=[N:11][C:12]([NH:15]C(OC(C)(C)C)=O)=[CH:13][CH:14]=1)(C)(C)C.